Predict the reaction yield, written as a fraction of the theoretical maximum amount of product (1.0 means a 100% yield; for example, 0.34 means a 34% yield). From a dataset of Reaction yield outcomes from USPTO patents with 853,638 reactions. (1) The reactants are [Br:1][C:2]1[CH:9]=[C:8]([F:10])[C:7]([CH2:11][OH:12])=[CH:6][C:3]=1[C:4]#[N:5].I[CH3:14]. The catalyst is C(#N)C. The product is [Br:1][C:2]1[CH:9]=[C:8]([F:10])[C:7]([CH2:11][O:12][CH3:14])=[CH:6][C:3]=1[C:4]#[N:5]. The yield is 0.800. (2) The reactants are [CH3:1][O:2][C:3]1[CH:4]=[C:5]([N:12]2[CH2:17][CH2:16][CH:15]([N:18]3[CH2:23][CH2:22][CH2:21][CH:20]([OH:24])[CH2:19]3)[CH2:14][CH2:13]2)[CH:6]=[CH:7][C:8]=1[N+:9]([O-])=O. The catalyst is [Pd].CO. The product is [NH2:9][C:8]1[CH:7]=[CH:6][C:5]([N:12]2[CH2:17][CH2:16][CH:15]([N:18]3[CH2:23][CH2:22][CH2:21][CH:20]([OH:24])[CH2:19]3)[CH2:14][CH2:13]2)=[CH:4][C:3]=1[O:2][CH3:1]. The yield is 0.690. (3) The reactants are [C:1]1([S:7]([C:9]2[CH:14]=[CH:13][CH:12]=[CH:11][CH:10]=2)=O)[CH:6]=[CH:5][CH:4]=[CH:3][CH:2]=1.[CH2:15]([C:17]1[CH:30]=[C:29]([CH2:31][CH3:32])[C:28]2[S:27][C:26]3[C:21](=[CH:22][CH:23]=[CH:24][CH:25]=3)[C:20](=[O:33])[C:19]=2[CH:18]=1)[CH3:16].[F:34][C:35]([F:48])([F:47])[S:36]([O:39]S(C(F)(F)F)(=O)=O)(=[O:38])=[O:37]. The catalyst is ClCCl. The product is [F:34][C:35]([F:48])([F:47])[S:36]([O-:39])(=[O:38])=[O:37].[C:9]1([S+:7]([C:1]2[CH:2]=[CH:3][CH:4]=[CH:5][CH:6]=2)[C:23]2[CH:24]=[CH:25][C:26]3[S:27][C:28]4[C:19](=[CH:18][C:17]([CH2:15][CH3:16])=[CH:30][C:29]=4[CH2:31][CH3:32])[C:20](=[O:33])[C:21]=3[CH:22]=2)[CH:10]=[CH:11][CH:12]=[CH:13][CH:14]=1. The yield is 0.640. (4) The reactants are [CH3:1][O:2][C:3]1[CH:4]=[C:5]2[C:9](=[C:10]([C:12]([F:15])([F:14])[F:13])[CH:11]=1)[NH:8][C:7]([C:16]1[C:17]([CH3:23])=[N:18][N:19]([CH3:22])[C:20]=1[CH3:21])=[C:6]2[CH:24]=O.[CH3:26][NH:27][C:28]([NH:30][C:31]1[CH:32]=[CH:33][C:34]2[O:38][CH2:37][C:36](=[O:39])[C:35]=2[CH:40]=1)=[O:29].CCOC(C)=O. The catalyst is Cl.CCO. The product is [CH3:1][O:2][C:3]1[CH:4]=[C:5]2[C:9](=[C:10]([C:12]([F:13])([F:15])[F:14])[CH:11]=1)[NH:8][C:7]([C:16]1[C:17]([CH3:23])=[N:18][N:19]([CH3:22])[C:20]=1[CH3:21])=[C:6]2/[CH:24]=[C:37]1\[O:38][C:34]2[CH:33]=[CH:32][C:31]([NH:30][C:28]([NH:27][CH3:26])=[O:29])=[CH:40][C:35]=2[C:36]\1=[O:39]. The yield is 0.340.